This data is from Reaction yield outcomes from USPTO patents with 853,638 reactions. The task is: Predict the reaction yield, written as a fraction of the theoretical maximum amount of product (1.0 means a 100% yield; for example, 0.34 means a 34% yield). (1) The reactants are [NH2:1][C:2]1[CH:3]=[CH:4][CH:5]=[C:6]2[C:11]=1[N:10]=[CH:9][CH:8]=[CH:7]2.[F:12][C:13]1[CH:14]=[CH:15][C:16]([N+:23]([O-:25])=[O:24])=[C:17]([S:19](Cl)(=[O:21])=[O:20])[CH:18]=1.N1C=CC=CC=1. The catalyst is CN(C1C=CN=CC=1)C.C(Cl)Cl. The product is [F:12][C:13]1[CH:14]=[CH:15][C:16]([N+:23]([O-:25])=[O:24])=[C:17]([S:19]([NH:1][C:2]2[CH:3]=[CH:4][CH:5]=[C:6]3[C:11]=2[N:10]=[CH:9][CH:8]=[CH:7]3)(=[O:20])=[O:21])[CH:18]=1. The yield is 0.250. (2) The reactants are [CH:1]1([CH2:4][O:5][NH:6][C:7]([C:9]2[C:24]([NH:25][C:26]3[CH:31]=[CH:30][C:29]([Br:32])=[CH:28][C:27]=3[CH3:33])=[C:23]([F:34])[C:12]3[N:13]=[CH:14][N:15]([CH2:16][CH2:17][CH2:18][CH:19]([OH:22])CO)[C:11]=3[CH:10]=2)=[O:8])[CH2:3][CH2:2]1.C1COCC1.P([O-])([O-])([O-])=O.I([O-])(=O)(=O)=O.[Na+]. The catalyst is C(OCC)(=O)C. The product is [CH:1]1([CH2:4][O:5][NH:6][C:7]([C:9]2[C:24]([NH:25][C:26]3[CH:31]=[CH:30][C:29]([Br:32])=[CH:28][C:27]=3[CH3:33])=[C:23]([F:34])[C:12]3[N:13]=[CH:14][N:15]([CH2:16][CH2:17][CH2:18][CH:19]=[O:22])[C:11]=3[CH:10]=2)=[O:8])[CH2:3][CH2:2]1. The yield is 0.820. (3) The reactants are Br[C:2]1[CH:7]=[CH:6][CH:5]=[C:4]([Br:8])[CH:3]=1.[NH:9]1[CH2:14][CH2:13][CH:12]([NH:15][C:16](=[O:18])[CH3:17])[CH2:11][CH2:10]1.CC(C)([O-])C.[Na+]. The catalyst is C1(C)C=CC=CC=1.CCOC(C)=O.C1C=CC(/C=C/C(/C=C/C2C=CC=CC=2)=O)=CC=1.C1C=CC(/C=C/C(/C=C/C2C=CC=CC=2)=O)=CC=1.C1C=CC(/C=C/C(/C=C/C2C=CC=CC=2)=O)=CC=1.[Pd].[Pd]. The product is [Br:8][C:4]1[CH:3]=[C:2]([N:9]2[CH2:14][CH2:13][CH:12]([NH:15][C:16](=[O:18])[CH3:17])[CH2:11][CH2:10]2)[CH:7]=[CH:6][CH:5]=1. The yield is 0.800.